From a dataset of Full USPTO retrosynthesis dataset with 1.9M reactions from patents (1976-2016). Predict the reactants needed to synthesize the given product. (1) Given the product [CH3:2][O:3][C:4]1[CH:21]=[CH:20][C:7]([CH2:8][N:9]2[C:14](=[O:15])[CH2:13][CH2:12][CH:11]([C:16]([NH2:1])=[O:17])[CH2:10]2)=[CH:6][CH:5]=1, predict the reactants needed to synthesize it. The reactants are: [NH3:1].[CH3:2][O:3][C:4]1[CH:21]=[CH:20][C:7]([CH2:8][N:9]2[C:14](=[O:15])[CH2:13][CH2:12][CH:11]([C:16](OC)=[O:17])[CH2:10]2)=[CH:6][CH:5]=1. (2) Given the product [C:1]([O:5][C:6]([N:8]([C:36]1[CH:37]=[CH:38][C:39]([O:42][CH2:43][CH3:44])=[CH:40][CH:41]=1)[C:9]1[N:10]2[C:14]([N:15]=[C:16]3[N:22]([C@H:23]4[CH2:28][CH2:27][CH2:26][N:25]([C:29]([O:31][C:32]([CH3:35])([CH3:34])[CH3:33])=[O:30])[CH2:24]4)[CH2:21][CH2:20][CH2:19][CH2:18][C:17]=13)=[CH:13][CH:12]=[N:11]2)=[O:7])([CH3:2])([CH3:3])[CH3:4], predict the reactants needed to synthesize it. The reactants are: [C:1]([O:5][C:6]([N:8]([C:36]1[CH:41]=[CH:40][C:39]([O:42][CH2:43][CH3:44])=[CH:38][CH:37]=1)[C:9]1[N:10]2[C:14]([N:15]=[C:16]3[N:22]([C@H:23]4[CH2:28][CH2:27][CH2:26][N:25]([C:29]([O:31][C:32]([CH3:35])([CH3:34])[CH3:33])=[O:30])[CH2:24]4)[CH2:21][CH:20]=[CH:19][CH2:18][C:17]=13)=[CH:13][CH:12]=[N:11]2)=[O:7])([CH3:4])([CH3:3])[CH3:2]. (3) Given the product [Br:29][CH2:8][C:3]1[C:2]([F:1])=[CH:7][CH:6]=[CH:5][N:4]=1, predict the reactants needed to synthesize it. The reactants are: [F:1][C:2]1[C:3]([CH2:8]O)=[N:4][CH:5]=[CH:6][CH:7]=1.C1(P(C2C=CC=CC=2)C2C=CC=CC=2)C=CC=CC=1.[Br:29]C(Br)(Br)Br. (4) Given the product [ClH:27].[CH3:1][O:2][C:3](=[O:26])/[CH:4]=[CH:5]/[C:6]1[CH:11]=[CH:10][C:9]([CH2:12][NH:13][CH2:14][CH2:15][C:16]2[C:24]3[C:19](=[CH:20][CH:21]=[CH:22][CH:23]=3)[NH:18][C:17]=2[CH3:25])=[CH:8][CH:7]=1, predict the reactants needed to synthesize it. The reactants are: [CH3:1][O:2][C:3](=[O:26])/[CH:4]=[CH:5]/[C:6]1[CH:11]=[CH:10][C:9]([CH2:12][NH:13][CH2:14][CH2:15][C:16]2[C:24]3[C:19](=[CH:20][CH:21]=[CH:22][CH:23]=3)[NH:18][C:17]=2[CH3:25])=[CH:8][CH:7]=1.[ClH:27].O1CCOCC1.CCOCC. (5) The reactants are: [CH3:1][O:2][C:3]1[CH:4]=[C:5]([NH:11][C:12]2[C:17]([C:18](OCC)=[O:19])=[C:16](/[CH:23]=[CH:24]/[N:25](C)C)[N:15]=[C:14]([S:28][CH3:29])[N:13]=2)[CH:6]=[C:7]([O:9][CH3:10])[CH:8]=1.[NH4+].[OH-]. Given the product [CH3:1][O:2][C:3]1[CH:4]=[C:5]([NH:11][C:12]2[C:17]3[C:18](=[O:19])[NH:25][CH:24]=[CH:23][C:16]=3[N:15]=[C:14]([S:28][CH3:29])[N:13]=2)[CH:6]=[C:7]([O:9][CH3:10])[CH:8]=1, predict the reactants needed to synthesize it. (6) Given the product [CH3:1][O:2][C:3](=[O:21])[C:4]1[CH:9]=[C:8]([N:10]2[CH2:14][CH2:13][CH2:12][C:11]2=[O:15])[CH:7]=[C:6]([O:16][CH2:17][CH2:18][CH2:19][O:20][CH3:22])[CH:5]=1, predict the reactants needed to synthesize it. The reactants are: [CH3:1][O:2][C:3](=[O:21])[C:4]1[CH:9]=[C:8]([N:10]2[CH2:14][CH2:13][CH2:12][C:11]2=[O:15])[CH:7]=[C:6]([O:16][CH2:17][CH2:18][CH2:19][OH:20])[CH:5]=1.[CH3:22]N(C1C2C(N(C)C)=CC=CC=2C=CC=1)C.F[B-](F)(F)F.C[O+](C)C. (7) Given the product [O:21]1[CH2:25][CH2:24][CH:23]([CH2:26][NH:27][C:14]([C:11]2[CH:10]=[C:9]([CH2:8][O:7][CH2:6][C:5]3[CH:17]=[CH:18][C:2]([Br:1])=[C:3]([F:19])[CH:4]=3)[O:13][N:12]=2)=[O:16])[CH2:22]1, predict the reactants needed to synthesize it. The reactants are: [Br:1][C:2]1[CH:18]=[CH:17][C:5]([CH2:6][O:7][CH2:8][C:9]2[O:13][N:12]=[C:11]([C:14]([OH:16])=O)[CH:10]=2)=[CH:4][C:3]=1[F:19].Cl.[O:21]1[CH2:25][CH2:24][CH:23]([CH2:26][NH2:27])[CH2:22]1.C(N(CC)CC)C.ON1C2C=CC=CC=2N=N1.Cl.C(N=C=NCCCN(C)C)C.